Dataset: Reaction yield outcomes from USPTO patents with 853,638 reactions. Task: Predict the reaction yield, written as a fraction of the theoretical maximum amount of product (1.0 means a 100% yield; for example, 0.34 means a 34% yield). The reactants are [C:1]([NH:5][S:6]([C:9]1[CH:10]=[N:11][N:12]2[C:17]([NH:18][C:19]3[CH:24]=[C:23]([F:25])[CH:22]=[CH:21][C:20]=3[Cl:26])=[C:16]([C:27](OCC)=[O:28])[CH:15]=[N:14][C:13]=12)(=[O:8])=[O:7])([CH3:4])([CH3:3])[CH3:2].[F:32][C:33]1[CH:38]=[CH:37][C:36]([CH:39]2[CH2:44][CH2:43][NH:42][CH2:41][CH2:40]2)=[CH:35][CH:34]=1. No catalyst specified. The product is [C:1]([NH:5][S:6]([C:9]1[CH:10]=[N:11][N:12]2[C:17]([NH:18][C:19]3[CH:24]=[C:23]([F:25])[CH:22]=[CH:21][C:20]=3[Cl:26])=[C:16]([C:27]([N:42]3[CH2:43][CH2:44][CH:39]([C:36]4[CH:35]=[CH:34][C:33]([F:32])=[CH:38][CH:37]=4)[CH2:40][CH2:41]3)=[O:28])[CH:15]=[N:14][C:13]=12)(=[O:8])=[O:7])([CH3:3])([CH3:2])[CH3:4]. The yield is 0.770.